This data is from Full USPTO retrosynthesis dataset with 1.9M reactions from patents (1976-2016). The task is: Predict the reactants needed to synthesize the given product. (1) Given the product [CH3:13][C:4]1[CH:3]=[C:2]([NH:14][C:15]2[CH:20]=[CH:19][C:18]([S:21]([F:26])([F:22])([F:23])([F:24])[F:25])=[CH:17][CH:16]=2)[N:7]2[N:8]=[C:9]([S:11][CH3:12])[N:10]=[C:6]2[N:5]=1, predict the reactants needed to synthesize it. The reactants are: Cl[C:2]1[N:7]2[N:8]=[C:9]([S:11][CH3:12])[N:10]=[C:6]2[N:5]=[C:4]([CH3:13])[CH:3]=1.[NH2:14][C:15]1[CH:20]=[CH:19][C:18]([S:21]([F:26])([F:25])([F:24])([F:23])[F:22])=[CH:17][CH:16]=1.N. (2) Given the product [CH:15]1([CH2:14][N:6]2[C:5]3[CH:18]=[CH:19][C:2]([S:29][CH2:30][C:31]([O:33][CH3:34])=[O:32])=[CH:3][C:4]=3[N:8]=[C:7]2[CH2:9][C:10]([CH3:13])([CH3:12])[CH3:11])[CH2:17][CH2:16]1, predict the reactants needed to synthesize it. The reactants are: Br[C:2]1[CH:19]=[CH:18][C:5]2[N:6]([CH2:14][CH:15]3[CH2:17][CH2:16]3)[C:7]([CH2:9][C:10]([CH3:13])([CH3:12])[CH3:11])=[N:8][C:4]=2[CH:3]=1.C(N(CC)C(C)C)(C)C.[SH:29][CH2:30][C:31]([O:33][CH3:34])=[O:32]. (3) Given the product [NH2:1][C@:2]1([CH2:23][OH:24])[CH2:6][CH2:5][C@H:4]([C:7]2[C:16]([I:32])=[CH:15][C:14]3[CH2:13][C@@H:12]([CH2:17][CH2:18][CH2:19][CH2:20][CH2:21][CH3:22])[CH2:11][CH2:10][C:9]=3[CH:8]=2)[CH2:3]1.[C:33]([OH:39])([C:35]([F:38])([F:37])[F:36])=[O:34], predict the reactants needed to synthesize it. The reactants are: [NH2:1][C@:2]1([CH2:23][OH:24])[CH2:6][CH2:5][C@H:4]([C:7]2[CH:16]=[CH:15][C:14]3[CH2:13][C@@H:12]([CH2:17][CH2:18][CH2:19][CH2:20][CH2:21][CH3:22])[CH2:11][CH2:10][C:9]=3[CH:8]=2)[CH2:3]1.C1C(=O)N([I:32])C(=O)C1.[C:33]([OH:39])([C:35]([F:38])([F:37])[F:36])=[O:34]. (4) The reactants are: [Cl:1][C:2]1[CH:3]=[C:4]2[C:10]([C:11]3[N:16]=[C:15]([NH:17][C@H:18]4[CH2:22][CH2:21][N:20]([S:23]([CH3:26])(=[O:25])=[O:24])[CH2:19]4)[C:14]([F:27])=[CH:13][N:12]=3)=[CH:9][NH:8][C:5]2=[N:6][CH:7]=1.[CH2:28](S(Cl)(=O)=O)[CH2:29][CH2:30]C. Given the product [CH2:26]([S:23]([N:20]1[CH2:21][CH2:22][C@H:18]([NH:17][C:15]2[C:14]([F:27])=[CH:13][N:12]=[C:11]([C:10]3[C:4]4[C:5](=[N:6][CH:7]=[C:2]([Cl:1])[CH:3]=4)[NH:8][CH:9]=3)[N:16]=2)[CH2:19]1)(=[O:24])=[O:25])[CH2:28][CH2:29][CH3:30], predict the reactants needed to synthesize it. (5) Given the product [F:8][C:9]1[CH:17]=[CH:16][C:12]([C:13]([N:4]2[CH2:5][CH2:6][CH2:7][CH:2]([OH:1])[CH2:3]2)=[O:14])=[CH:11][CH:10]=1, predict the reactants needed to synthesize it. The reactants are: [OH:1][CH:2]1[CH2:7][CH2:6][CH2:5][NH:4][CH2:3]1.[F:8][C:9]1[CH:17]=[CH:16][C:12]([C:13](O)=[O:14])=[CH:11][CH:10]=1.C1C=CC2N(O)N=NC=2C=1.CCN=C=NCCCN(C)C.Cl.C(N(CC)CC)C.Cl. (6) Given the product [Cl:19][C:20]1[CH:21]=[CH:22][C:23]([N:26]2[CH2:31][CH2:30][N:29]([CH2:2][CH2:3][CH2:4][CH2:5][C:6]3([CH2:17][CH3:18])[C:14]4[C:9](=[CH:10][CH:11]=[C:12]([F:15])[CH:13]=4)[NH:8][C:7]3=[O:16])[CH2:28][CH2:27]2)=[CH:24][CH:25]=1, predict the reactants needed to synthesize it. The reactants are: Cl[CH2:2][CH2:3][CH2:4][CH2:5][C:6]1([CH2:17][CH3:18])[C:14]2[C:9](=[CH:10][CH:11]=[C:12]([F:15])[CH:13]=2)[NH:8][C:7]1=[O:16].[Cl:19][C:20]1[CH:25]=[CH:24][C:23]([N:26]2[CH2:31][CH2:30][NH:29][CH2:28][CH2:27]2)=[CH:22][CH:21]=1. (7) Given the product [CH2:22]([O:21][C:19]([C:18]1[C:9]2=[C:8]3[C:13](=[CH:12][CH:11]=[CH:10]2)[CH2:14][CH2:15][CH:6]([CH:1]2[CH2:2][CH2:3][CH2:4][CH2:5]2)[N:7]3[CH:17]=1)=[O:20])[CH3:23], predict the reactants needed to synthesize it. The reactants are: [CH:1]1([CH:6]2[CH2:15][CH2:14][C:13]3[C:8](=[CH:9][CH:10]=[CH:11][CH:12]=3)[NH:7]2)[CH2:5][CH2:4][CH2:3][CH2:2]1.Br[CH2:17][C:18](=O)[C:19]([O:21][CH2:22][CH3:23])=[O:20].[Cl-].[Mg+2].[Cl-]. (8) The reactants are: [CH3:1][N:2]1[C:13]2[C:14]3[C:6](=[CH:7][NH:8][C:9]=3[CH:10]=[C:11]([C:15]([O:17][CH3:18])=[O:16])[CH:12]=2)[CH2:5][CH2:4][S:3]1(=[O:20])=[O:19].[H-].[Na+].I[CH2:24][CH3:25]. Given the product [CH2:24]([N:8]1[C:9]2[CH:10]=[C:11]([C:15]([O:17][CH3:18])=[O:16])[CH:12]=[C:13]3[N:2]([CH3:1])[S:3](=[O:20])(=[O:19])[CH2:4][CH2:5][C:6]([C:14]=23)=[CH:7]1)[CH3:25], predict the reactants needed to synthesize it.